From a dataset of Catalyst prediction with 721,799 reactions and 888 catalyst types from USPTO. Predict which catalyst facilitates the given reaction. (1) Reactant: [OH:1][C@@H:2]([C@H:4]1[CH2:8][N:7]([C@@H:9]([C:11]2[CH:16]=[CH:15][C:14]([O:17][CH3:18])=[CH:13][CH:12]=2)[CH3:10])[C:6](=[O:19])[CH2:5]1)[CH3:3].CC(C)([O-])C.[K+].[Br:26][C:27]1[N:32]=[C:31](Cl)[C:30]2[N:34]([CH3:37])[CH:35]=[N:36][C:29]=2[CH:28]=1. Product: [Br:26][C:27]1[N:32]=[C:31]([O:1][C@@H:2]([C@H:4]2[CH2:8][N:7]([C@@H:9]([C:11]3[CH:12]=[CH:13][C:14]([O:17][CH3:18])=[CH:15][CH:16]=3)[CH3:10])[C:6](=[O:19])[CH2:5]2)[CH3:3])[C:30]2[N:34]([CH3:37])[CH:35]=[N:36][C:29]=2[CH:28]=1. The catalyst class is: 1. (2) Reactant: [O:1]1[CH:5]([CH2:6][NH:7]C(=O)OCC2C=CC=CC=2)[CH2:4][C:3]2[CH:18]=[C:19]3[C:24](=[CH:25][C:2]1=2)[CH2:23][CH2:22][CH2:21][CH2:20]3. Product: [O:1]1[CH:5]([CH2:6][NH2:7])[CH2:4][C:3]2[CH:18]=[C:19]3[C:24](=[CH:25][C:2]1=2)[CH2:23][CH2:22][CH2:21][CH2:20]3. The catalyst class is: 45. (3) Reactant: [C:1]([C:3]1[CH:8]=[C:7]([CH2:9][CH2:10][NH:11][C:12](=[O:18])[O:13][C:14]([CH3:17])([CH3:16])[CH3:15])[CH:6]=[CH:5][N:4]=1)#[N:2].[C:19](OC)(=[O:27])[C:20]1[C:21](=[CH:23][CH:24]=[CH:25][CH:26]=1)[SH:22].C(N(CC)CC)C. Product: [O:27]=[C:19]1[C:20]2[CH:26]=[CH:25][CH:24]=[CH:23][C:21]=2[S:22][C:1]([C:3]2[CH:8]=[C:7]([CH2:9][CH2:10][NH:11][C:12](=[O:18])[O:13][C:14]([CH3:15])([CH3:17])[CH3:16])[CH:6]=[CH:5][N:4]=2)=[N:2]1. The catalyst class is: 11. (4) Reactant: [Br:1][C:2]1[CH:3]=[C:4]([CH:28]=[CH:29][CH:30]=1)[CH2:5][N:6]1[C:14]2[C:13](=[O:15])[N:12]([CH3:16])[C:11](=[O:17])[N:10]([CH3:18])[C:9]=2[N:8]=[C:7]1[S:19][C:20]([CH3:27])([CH:22]([OH:26])[CH2:23][CH2:24][CH3:25])[CH3:21].CC(OI1(OC(C)=O)(OC(C)=O)OC(=O)C2C=CC=CC1=2)=O. Product: [Br:1][C:2]1[CH:3]=[C:4]([CH:28]=[CH:29][CH:30]=1)[CH2:5][N:6]1[C:14]2[C:13](=[O:15])[N:12]([CH3:16])[C:11](=[O:17])[N:10]([CH3:18])[C:9]=2[N:8]=[C:7]1[S:19][C:20]([CH3:21])([C:22](=[O:26])[CH2:23][CH2:24][CH3:25])[CH3:27]. The catalyst class is: 2. (5) Reactant: [Br:1][C:2]1[CH:10]=[C:9]2[C:5]([CH2:6][CH:7]([CH2:12][C:13]([O:15]CC)=[O:14])[C:8]2=[O:11])=[CH:4][CH:3]=1.C(NB)(C)(C)C.[OH-].[Na+]. Product: [Br:1][C:2]1[CH:10]=[C:9]2[C:5]([CH2:6][CH:7]([CH2:12][C:13]([OH:15])=[O:14])[CH:8]2[OH:11])=[CH:4][CH:3]=1. The catalyst class is: 1. (6) Reactant: [CH3:1][O:2][C:3]([C:5]1[CH:10]=[C:9]([Br:11])[C:8](=[O:12])[N:7]([C:13]2[CH:18]=[CH:17][CH:16]=[CH:15][CH:14]=2)[C:6]=1[CH3:19])=[O:4].[Br:20]N1C(=O)CCC1=O.C(OOC(=O)C1C=CC=CC=1)(=O)C1C=CC=CC=1. Product: [CH3:1][O:2][C:3]([C:5]1[CH:10]=[C:9]([Br:11])[C:8](=[O:12])[N:7]([C:13]2[CH:18]=[CH:17][CH:16]=[CH:15][CH:14]=2)[C:6]=1[CH2:19][Br:20])=[O:4]. The catalyst class is: 53.